This data is from Reaction yield outcomes from USPTO patents with 853,638 reactions. The task is: Predict the reaction yield, written as a fraction of the theoretical maximum amount of product (1.0 means a 100% yield; for example, 0.34 means a 34% yield). (1) The reactants are [Br:1][C:2]1[CH:3]=[C:4]([OH:8])[CH:5]=[N:6][CH:7]=1.[C:9]1(P([C:9]2[CH:14]=[CH:13][CH:12]=[CH:11][CH:10]=2)[C:9]2[CH:14]=[CH:13][CH:12]=[CH:11][CH:10]=2)[CH:14]=[CH:13][CH:12]=[CH:11][CH:10]=1.C1(O)CCCCC1. The catalyst is C1COCC1. The product is [Br:1][C:2]1[CH:7]=[N:6][CH:5]=[C:4]([O:8][CH:9]2[CH2:14][CH2:13][CH2:12][CH2:11][CH2:10]2)[CH:3]=1. The yield is 0.272. (2) The reactants are S([O-])([O-])=O.[Na+:5].[Na+].[Cl:7][CH2:8][CH2:9][C:10]1[CH:15]=[CH:14][C:13]([C:16]2[CH:21]=[CH:20][C:19]([S:22](Cl)(=[O:24])=[O:23])=[CH:18][CH:17]=2)=[CH:12][CH:11]=1. The catalyst is [Cl-].C([N+](CC)(CC)CC)C1C=CC=CC=1.O. The product is [Cl:7][CH2:8][CH2:9][C:10]1[CH:15]=[CH:14][C:13]([C:16]2[CH:21]=[CH:20][C:19]([S:22]([O-:24])=[O:23])=[CH:18][CH:17]=2)=[CH:12][CH:11]=1.[Na+:5]. The yield is 0.771.